Dataset: Reaction yield outcomes from USPTO patents with 853,638 reactions. Task: Predict the reaction yield, written as a fraction of the theoretical maximum amount of product (1.0 means a 100% yield; for example, 0.34 means a 34% yield). (1) The reactants are Cl.[NH2:2][CH2:3][C:4]1[CH:12]=[CH:11][CH:10]=[C:9]2[C:5]=1[CH2:6][N:7]([CH:14]1[CH2:19][CH2:18][C:17](=[O:20])[NH:16][C:15]1=[O:21])[C:8]2=[O:13].C(N(CC)CC)C.[C:29]1([N:35]=[C:36]=[O:37])[CH:34]=[CH:33][CH:32]=[CH:31][CH:30]=1. The catalyst is C1COCC1. The product is [O:21]=[C:15]1[CH:14]([N:7]2[CH2:6][C:5]3[C:9](=[CH:10][CH:11]=[CH:12][C:4]=3[CH2:3][NH:2][C:36]([NH:35][C:29]3[CH:34]=[CH:33][CH:32]=[CH:31][CH:30]=3)=[O:37])[C:8]2=[O:13])[CH2:19][CH2:18][C:17](=[O:20])[NH:16]1. The yield is 0.890. (2) The yield is 0.590. The product is [CH2:9]([O:11][C:12]([C:14]1[C:15]([O:4][CH2:3][C:2]([F:6])([F:5])[F:1])=[N:16][C:17]2[C:22]([C:23]=1[C:24]1[CH:29]=[CH:28][CH:27]=[CH:26][CH:25]=1)=[CH:21][C:20]([Cl:30])=[CH:19][CH:18]=2)=[O:13])[CH3:10]. The reactants are [F:1][C:2]([F:6])([F:5])[CH2:3][OH:4].[H-].[Na+].[CH2:9]([O:11][C:12]([C:14]1[C:15](Cl)=[N:16][C:17]2[C:22]([C:23]=1[C:24]1[CH:29]=[CH:28][CH:27]=[CH:26][CH:25]=1)=[CH:21][C:20]([Cl:30])=[CH:19][CH:18]=2)=[O:13])[CH3:10]. The catalyst is CN(C=O)C. (3) The reactants are [Cl:1][C:2]1[CH:7]=[CH:6][C:5]([NH:8][C:9]2[C:10]([C:19]([NH:21][NH2:22])=[O:20])=[CH:11][C:12]3[NH:16][CH:15]=[N:14][C:13]=3[C:17]=2[F:18])=[C:4]([CH3:23])[CH:3]=1.[CH:24](OCC)(OCC)OCC.CC1C=CC(S(O)(=O)=O)=CC=1.O. The catalyst is CCO. The product is [Cl:1][C:2]1[CH:7]=[CH:6][C:5]([NH:8][C:9]2[C:10]([C:19]3[O:20][CH:24]=[N:22][N:21]=3)=[CH:11][C:12]3[NH:16][CH:15]=[N:14][C:13]=3[C:17]=2[F:18])=[C:4]([CH3:23])[CH:3]=1. The yield is 0.730. (4) The reactants are [CH3:1][C:2]1[CH:7]=[CH:6][C:5]([N:8]2[CH2:13][CH2:12][N:11]([C:14]([O:16][CH2:17][C@@H:18]3[CH2:23][CH2:22][CH2:21][N:20]([CH3:24])[CH2:19]3)=[O:15])[CH2:10][CH2:9]2)=[CH:4][CH:3]=1.CN1CCOCC1.ClC(OC1C=CC=CC=1[N+]([O-])=O)=O.Cl.Cl.CC1C=CC(N2CCNCC2)=CC=1.CCN(C(C)C)C(C)C. The catalyst is C(Cl)Cl.CN(C=O)C. The product is [CH3:1][C:2]1[CH:7]=[CH:6][C:5]([N:8]2[CH2:13][CH2:12][N:11]([C:14]([O:16][CH2:17][C@H:18]3[CH2:23][CH2:22][CH2:21][N:20]([CH3:24])[CH2:19]3)=[O:15])[CH2:10][CH2:9]2)=[CH:4][CH:3]=1. The yield is 0.135. (5) The reactants are [NH:1]1[CH2:6][CH2:5][NH:4][CH2:3][CH2:2]1.Cl[C:8]1[C:13]([Cl:14])=[CH:12][CH:11]=[CH:10][N:9]=1. The catalyst is C(O)CCC. The product is [Cl:14][C:13]1[C:8]([N:1]2[CH2:6][CH2:5][NH:4][CH2:3][CH2:2]2)=[N:9][CH:10]=[CH:11][CH:12]=1. The yield is 0.940.